This data is from Catalyst prediction with 721,799 reactions and 888 catalyst types from USPTO. The task is: Predict which catalyst facilitates the given reaction. (1) Reactant: [NH2:1][C:2]1[C:6]([C:7]([O:9][CH2:10][CH3:11])=[O:8])=[CH:5][N:4]([C:12]2[CH:17]=[CH:16][CH:15]=[CH:14][CH:13]=2)[N:3]=1.O=[C:19]1[CH2:24][CH2:23][N:22]([C:25]([O:27][C:28]([CH3:31])([CH3:30])[CH3:29])=[O:26])[CH2:21][CH2:20]1.C(O)(=O)C.C(O[BH-](OC(=O)C)OC(=O)C)(=O)C.[Na+]. Product: [CH2:10]([O:9][C:7]([C:6]1[C:2]([NH:1][CH:19]2[CH2:24][CH2:23][N:22]([C:25]([O:27][C:28]([CH3:31])([CH3:30])[CH3:29])=[O:26])[CH2:21][CH2:20]2)=[N:3][N:4]([C:12]2[CH:17]=[CH:16][CH:15]=[CH:14][CH:13]=2)[CH:5]=1)=[O:8])[CH3:11]. The catalyst class is: 2. (2) Reactant: [Cl:1][C:2]1[CH:7]=[C:6]([O:8][CH3:9])[CH:5]=[CH:4][C:3]=1[C:10]1[N:15]=[CH:14][N:13]=[C:12]([NH:16][C@@H:17]([CH:19]2[CH2:21][CH2:20]2)[CH3:18])[C:11]=1[NH2:22].[C:23](OCC)(=[O:27])[C:24]([CH3:26])=O. Product: [Cl:1][C:2]1[CH:7]=[C:6]([O:8][CH3:9])[CH:5]=[CH:4][C:3]=1[C:10]1[C:11]2[N:22]=[C:24]([CH3:26])[C:23](=[O:27])[N:16]([C@@H:17]([CH:19]3[CH2:20][CH2:21]3)[CH3:18])[C:12]=2[N:13]=[CH:14][N:15]=1. The catalyst class is: 8. (3) Reactant: [NH2:1][CH2:2][CH2:3][S:4]([OH:7])(=[O:6])=[O:5].[CH2:8]([O:15][C:16](Cl)=[O:17])[C:9]1[CH:14]=[CH:13][CH:12]=[CH:11][CH:10]=1.C(=O)(O)[O-].[Na+:23]. Product: [Na+:23].[CH2:8]([O:15][C:16]([NH:1][CH2:2][CH2:3][S:4]([O-:7])(=[O:6])=[O:5])=[O:17])[C:9]1[CH:14]=[CH:13][CH:12]=[CH:11][CH:10]=1. The catalyst class is: 611. (4) Reactant: CC1(C)[O:6][C@H:5]([CH2:7][O:8][C:9]2[CH:14]=[CH:13][C:12]([CH2:15][CH2:16][CH2:17][CH:18]([NH:27]S(C(C)(C)C)=O)/[CH:19]=[N:20]/S(C(C)(C)C)=O)=[CH:11][CH:10]=2)[CH2:4]O1.[CH2:35]([Mg]Cl)[CH2:36][CH3:37].C([Mg])CC.C1C[O:47]CC1. Product: [NH2:27][CH:18]([CH:19]([NH2:20])[CH2:35][CH2:36][CH3:37])[CH2:17][CH2:16][CH2:15][C:12]1[CH:11]=[CH:10][C:9]([O:8][CH:7]([OH:47])[CH:5]([OH:6])[CH3:4])=[CH:14][CH:13]=1. The catalyst class is: 27. (5) Reactant: [CH3:1][O:2][C:3]1[CH:4]=[N:5][CH:6]=[C:7]([CH:11]=1)[C:8]([OH:10])=O.CN(C(ON1N=NC2C=CC=NC1=2)=[N+](C)C)C.F[P-](F)(F)(F)(F)F.C(N(C(C)C)C(C)C)C.[O:45]1[CH2:50][CH2:49][O:48][CH2:47][CH:46]1[C:51]1[C:59]2[S:58][C:57]([NH2:60])=[N:56][C:55]=2[C:54]([O:61][CH3:62])=[CH:53][CH:52]=1. Product: [O:45]1[CH2:50][CH2:49][O:48][CH2:47][CH:46]1[C:51]1[C:59]2[S:58][C:57]([NH:60][C:8](=[O:10])[C:7]3[CH:11]=[C:3]([O:2][CH3:1])[CH:4]=[N:5][CH:6]=3)=[N:56][C:55]=2[C:54]([O:61][CH3:62])=[CH:53][CH:52]=1. The catalyst class is: 774. (6) Reactant: [Br:1][C:2]1[CH:3]=[CH:4][C:5]2[C:9]([CH:10]=1)=[N:8][N:7]1[C:11](=[O:28])[CH:12]=[C:13]([CH:15]3[CH2:20][CH2:19][N:18](C(OC(C)(C)C)=O)[CH2:17][CH2:16]3)[NH:14][C:6]=21.[ClH:29]. Product: [ClH:29].[Br:1][C:2]1[CH:3]=[CH:4][C:5]2[C:9]([CH:10]=1)=[N:8][N:14]1[C:13]([CH:15]3[CH2:20][CH2:19][NH:18][CH2:17][CH2:16]3)=[CH:12][C:11](=[O:28])[NH:7][C:6]=21. The catalyst class is: 71. (7) Reactant: [Cl:1][C:2]1[CH:3]=[C:4]2[C:8](=[C:9]([C:11]([O:13][CH3:14])=[O:12])[CH:10]=1)[NH:7][C:6]([Si](C)(C)C)=[C:5]2[CH3:19].[Cl-].[Al+3].[Cl-].[Cl-]. Product: [Cl:1][C:2]1[CH:3]=[C:4]2[C:8](=[C:9]([C:11]([O:13][CH3:14])=[O:12])[CH:10]=1)[NH:7][CH:6]=[C:5]2[CH3:19]. The catalyst class is: 2. (8) Reactant: [ClH:1].Br[C:3]1[C@H:4]([CH2:18][NH:19]C(=O)OC(C)(C)C)[O:5][B:6]2[C:15]3[C:14]=1[CH:13]=[CH:12][O:11][CH2:10][C:9]=3[C:8](C)(C)[O:7]2. Product: [ClH:1].[Cl:1][C:3]1[C@H:4]([CH2:18][NH2:19])[O:5][B:6]2[C:15]3[C:14]=1[CH:13]=[CH:12][O:11][CH2:10][C:9]=3[CH2:8][O:7]2. The catalyst class is: 27.